The task is: Regression. Given two drug SMILES strings and cell line genomic features, predict the synergy score measuring deviation from expected non-interaction effect.. This data is from NCI-60 drug combinations with 297,098 pairs across 59 cell lines. (1) Drug 1: CCC1=CC2CC(C3=C(CN(C2)C1)C4=CC=CC=C4N3)(C5=C(C=C6C(=C5)C78CCN9C7C(C=CC9)(C(C(C8N6C)(C(=O)OC)O)OC(=O)C)CC)OC)C(=O)OC.C(C(C(=O)O)O)(C(=O)O)O. Drug 2: C1=CC=C(C(=C1)C(C2=CC=C(C=C2)Cl)C(Cl)Cl)Cl. Cell line: MALME-3M. Synergy scores: CSS=37.1, Synergy_ZIP=2.21, Synergy_Bliss=3.30, Synergy_Loewe=-26.0, Synergy_HSA=3.43. (2) Drug 1: CC1=C(C(=CC=C1)Cl)NC(=O)C2=CN=C(S2)NC3=CC(=NC(=N3)C)N4CCN(CC4)CCO. Drug 2: C(CC(=O)O)C(=O)CN.Cl. Cell line: MDA-MB-231. Synergy scores: CSS=34.6, Synergy_ZIP=-7.92, Synergy_Bliss=-8.54, Synergy_Loewe=-5.65, Synergy_HSA=-3.98. (3) Drug 1: CCC1(CC2CC(C3=C(CCN(C2)C1)C4=CC=CC=C4N3)(C5=C(C=C6C(=C5)C78CCN9C7C(C=CC9)(C(C(C8N6C)(C(=O)OC)O)OC(=O)C)CC)OC)C(=O)OC)O.OS(=O)(=O)O. Drug 2: CC12CCC3C(C1CCC2OP(=O)(O)O)CCC4=C3C=CC(=C4)OC(=O)N(CCCl)CCCl.[Na+]. Cell line: OVCAR3. Synergy scores: CSS=1.46, Synergy_ZIP=-3.51, Synergy_Bliss=-8.38, Synergy_Loewe=-41.3, Synergy_HSA=-8.16. (4) Drug 1: CC1=C2C(C(=O)C3(C(CC4C(C3C(C(C2(C)C)(CC1OC(=O)C(C(C5=CC=CC=C5)NC(=O)OC(C)(C)C)O)O)OC(=O)C6=CC=CC=C6)(CO4)OC(=O)C)OC)C)OC. Drug 2: C1CCC(C1)C(CC#N)N2C=C(C=N2)C3=C4C=CNC4=NC=N3. Cell line: NCIH23. Synergy scores: CSS=57.8, Synergy_ZIP=11.1, Synergy_Bliss=12.6, Synergy_Loewe=-6.69, Synergy_HSA=14.6. (5) Drug 1: CS(=O)(=O)C1=CC(=C(C=C1)C(=O)NC2=CC(=C(C=C2)Cl)C3=CC=CC=N3)Cl. Drug 2: C#CCC(CC1=CN=C2C(=N1)C(=NC(=N2)N)N)C3=CC=C(C=C3)C(=O)NC(CCC(=O)O)C(=O)O. Cell line: SK-MEL-28. Synergy scores: CSS=-8.89, Synergy_ZIP=2.24, Synergy_Bliss=0.278, Synergy_Loewe=-6.97, Synergy_HSA=-6.50. (6) Drug 1: CN(C(=O)NC(C=O)C(C(C(CO)O)O)O)N=O. Drug 2: CC1=C(C(=O)C2=C(C1=O)N3CC4C(C3(C2COC(=O)N)OC)N4)N. Cell line: MDA-MB-231. Synergy scores: CSS=8.81, Synergy_ZIP=-0.673, Synergy_Bliss=2.81, Synergy_Loewe=0.899, Synergy_HSA=1.12. (7) Drug 1: C1=CC(=C2C(=C1NCCNCCO)C(=O)C3=C(C=CC(=C3C2=O)O)O)NCCNCCO. Drug 2: C#CCC(CC1=CN=C2C(=N1)C(=NC(=N2)N)N)C3=CC=C(C=C3)C(=O)NC(CCC(=O)O)C(=O)O. Cell line: OVCAR3. Synergy scores: CSS=25.1, Synergy_ZIP=0.505, Synergy_Bliss=-0.126, Synergy_Loewe=-0.451, Synergy_HSA=-0.324.